From a dataset of Full USPTO retrosynthesis dataset with 1.9M reactions from patents (1976-2016). Predict the reactants needed to synthesize the given product. (1) Given the product [CH3:10][O:9][C:7]([C:5]1[N:6]=[C:2]([CH3:1])[N:3]([CH3:15])[C:4]=1[C:11]([O:13][CH3:14])=[O:12])=[O:8], predict the reactants needed to synthesize it. The reactants are: [CH3:1][C:2]1[NH:3][C:4]([C:11]([O:13][CH3:14])=[O:12])=[C:5]([C:7]([O:9][CH3:10])=[O:8])[N:6]=1.[CH3:15]C(C)([O-])C.[K+].IC.O. (2) Given the product [ClH:29].[C:1]([N:20]1[CH2:25][CH2:24][CH:23]([CH3:26])[CH:22]([NH:27][CH3:28])[CH2:21]1)([C:8]1[CH:9]=[CH:10][CH:11]=[CH:12][CH:13]=1)([C:14]1[CH:19]=[CH:18][CH:17]=[CH:16][CH:15]=1)[C:2]1[CH:7]=[CH:6][CH:5]=[CH:4][CH:3]=1, predict the reactants needed to synthesize it. The reactants are: [C:1]([N:20]1[CH2:25][CH2:24][CH:23]([CH3:26])[CH:22]([NH:27][CH3:28])[CH2:21]1)([C:14]1[CH:19]=[CH:18][CH:17]=[CH:16][CH:15]=1)([C:8]1[CH:13]=[CH:12][CH:11]=[CH:10][CH:9]=1)[C:2]1[CH:7]=[CH:6][CH:5]=[CH:4][CH:3]=1.[ClH:29].C(OC(=O)C)C. (3) The reactants are: [Cl:1][C:2]1[C:30]([O:31][CH3:32])=[CH:29][C:5]([NH:6][C:7]2[C:16]3[C:11](=[CH:12][C:13]4[CH:20]=[C:19]([O:21][CH2:22]CCl)[C:18]([O:25][CH3:26])=[CH:17][C:14]=4[CH:15]=3)[N:10]=[CH:9][C:8]=2[C:27]#[N:28])=[C:4]([CH3:33])[CH:3]=1.[Cl:34][C:35]1[C:63]([O:64][CH3:65])=[CH:62][C:38]([NH:39][C:40]2[C:49]3[C:44](=[CH:45][C:46]4[CH:53]=[C:52]([O:54][CH3:55])[C:51]([O:56][CH2:57][CH2:58]Cl)=[CH:50][C:47]=4[CH:48]=3)[N:43]=[CH:42][C:41]=2[C:60]#[N:61])=[C:37]([CH3:66])[CH:36]=1.[CH3:67][N:68]1[CH2:73][CH2:72][NH:71][CH2:70][CH2:69]1.[I-].[Na+]. Given the product [Cl:34][C:35]1[C:63]([O:64][CH3:65])=[CH:62][C:38]([NH:39][C:40]2[C:49]3[C:44](=[CH:45][C:46]4[CH:53]=[C:52]([O:54][CH3:55])[C:51]([O:56][CH2:57][CH2:58][N:71]5[CH2:72][CH2:73][N:68]([CH3:67])[CH2:69][CH2:70]5)=[CH:50][C:47]=4[CH:48]=3)[N:43]=[CH:42][C:41]=2[C:60]#[N:61])=[C:37]([CH3:66])[CH:36]=1.[Cl:1][C:2]1[C:30]([O:31][CH3:32])=[CH:29][C:5]([NH:6][C:7]2[C:16]3[C:11](=[CH:12][C:13]4[CH:20]=[C:19]([O:21][CH2:22][CH2:67][N:68]5[CH2:73][CH2:72][N:71]([CH3:35])[CH2:70][CH2:69]5)[C:18]([O:25][CH3:26])=[CH:17][C:14]=4[CH:15]=3)[N:10]=[CH:9][C:8]=2[C:27]#[N:28])=[C:4]([CH3:33])[CH:3]=1, predict the reactants needed to synthesize it. (4) Given the product [CH3:1][O:2][C:3]([C:5]1[C:14]([OH:15])=[C:13]2[C:8]([CH:9]=[CH:10][C:11](=[O:23])[N:12]2[CH2:16][C:17]2[CH:22]=[CH:21][CH:20]=[CH:19][CH:18]=2)=[C:7]([I:40])[N:6]=1)=[O:4], predict the reactants needed to synthesize it. The reactants are: [CH3:1][O:2][C:3]([C:5]1[C:14]([OH:15])=[C:13]2[C:8]([CH:9]=[CH:10][C:11](=[O:23])[N:12]2[CH2:16][C:17]2[CH:22]=[CH:21][CH:20]=[CH:19][CH:18]=2)=[CH:7][N:6]=1)=[O:4].CC1C=C(C)N=C(C)C=1.CC1C([IH+:40])=C(C)N=C(C)C=1.F[P-](F)(F)(F)(F)F. (5) The reactants are: [OH:1][CH2:2][C:3]([N:6]1[C:11](=[O:12])[CH:10]=[CH:9][C:8]([C:13]([O:15][CH3:16])=[O:14])=[CH:7]1)([CH3:5])[CH3:4].N1C=CN=C1.Cl[Si:23]([C:26]([CH3:29])([CH3:28])[CH3:27])([CH3:25])[CH3:24]. Given the product [Si:23]([O:1][CH2:2][C:3]([N:6]1[C:11](=[O:12])[CH:10]=[CH:9][C:8]([C:13]([O:15][CH3:16])=[O:14])=[CH:7]1)([CH3:5])[CH3:4])([C:26]([CH3:29])([CH3:28])[CH3:27])([CH3:25])[CH3:24], predict the reactants needed to synthesize it. (6) Given the product [NH:31]1[C:26]2[C:27](=[CH:28][CH:23]=[CH:24][CH:25]=2)[C:29]([CH:32]=[N:17][NH:16][C:7]2[CH:8]=[C:9]([N:10]3[CH2:11][CH2:12][O:13][CH2:14][CH2:15]3)[N:4]3[N:3]=[C:2]([CH3:1])[CH:18]=[C:5]3[N:6]=2)=[CH:30]1, predict the reactants needed to synthesize it. The reactants are: [CH3:1][C:2]1[CH:18]=[C:5]2[N:6]=[C:7]([NH:16][NH2:17])[CH:8]=[C:9]([N:10]3[CH2:15][CH2:14][O:13][CH2:12][CH2:11]3)[N:4]2[N:3]=1.C(O)(=O)C.[CH:23]1[CH:28]=[C:27]2[C:29]([CH:32]=O)=[CH:30][NH:31][C:26]2=[CH:25][CH:24]=1. (7) Given the product [F:1][C:2]1[CH:7]=[CH:6][C:5]([CH2:8][CH2:9][OH:10])=[CH:4][C:3]=1[N+:12]([O-:14])=[O:13], predict the reactants needed to synthesize it. The reactants are: [F:1][C:2]1[CH:7]=[CH:6][C:5]([CH2:8][C:9](O)=[O:10])=[CH:4][C:3]=1[N+:12]([O-:14])=[O:13].CN1CCOCC1.C(OC(Cl)=O)C(C)C.[BH4-].[Na+].[H][H]. (8) Given the product [F:18][C:19]1[CH:20]=[N:21][CH:22]=[CH:23][C:24]=1[C:2]1[C:3]([C:12]2[CH:13]=[N:14][CH:15]=[CH:16][CH:17]=2)=[N:4][C:5]([NH2:11])=[C:6]([N+:8]([O-:10])=[O:9])[CH:7]=1, predict the reactants needed to synthesize it. The reactants are: Br[C:2]1[C:3]([C:12]2[CH:13]=[N:14][CH:15]=[CH:16][CH:17]=2)=[N:4][C:5]([NH2:11])=[C:6]([N+:8]([O-:10])=[O:9])[CH:7]=1.[F:18][C:19]1[CH:20]=[N:21][CH:22]=[CH:23][C:24]=1[Sn](CCCC)(CCCC)CCCC.